This data is from Forward reaction prediction with 1.9M reactions from USPTO patents (1976-2016). The task is: Predict the product of the given reaction. Given the reactants [CH2:1]([O:8][CH2:9][CH2:10][CH2:11][C@@H:12]1[CH2:16][CH2:15][N:14]([C:17]2[CH:18]=[N:19][CH:20]=[C:21]([O:23][CH2:24][C@@H:25]3[CH2:29][CH2:28][CH2:27][N:26]3C(OC(C)(C)C)=O)[CH:22]=2)[CH2:13]1)[C:2]1[CH:7]=[CH:6][CH:5]=[CH:4][CH:3]=1.C(O)(C(F)(F)F)=O, predict the reaction product. The product is: [CH2:1]([O:8][CH2:9][CH2:10][CH2:11][C@@H:12]1[CH2:16][CH2:15][N:14]([C:17]2[CH:18]=[N:19][CH:20]=[C:21]([O:23][CH2:24][C@@H:25]3[CH2:29][CH2:28][CH2:27][NH:26]3)[CH:22]=2)[CH2:13]1)[C:2]1[CH:3]=[CH:4][CH:5]=[CH:6][CH:7]=1.